This data is from NCI-60 drug combinations with 297,098 pairs across 59 cell lines. The task is: Regression. Given two drug SMILES strings and cell line genomic features, predict the synergy score measuring deviation from expected non-interaction effect. (1) Cell line: IGROV1. Drug 1: C1CCC(C1)C(CC#N)N2C=C(C=N2)C3=C4C=CNC4=NC=N3. Synergy scores: CSS=54.9, Synergy_ZIP=22.7, Synergy_Bliss=23.3, Synergy_Loewe=-15.4, Synergy_HSA=25.1. Drug 2: CC1=C(C(=CC=C1)Cl)NC(=O)C2=CN=C(S2)NC3=CC(=NC(=N3)C)N4CCN(CC4)CCO. (2) Drug 1: COC1=CC(=CC(=C1O)OC)C2C3C(COC3=O)C(C4=CC5=C(C=C24)OCO5)OC6C(C(C7C(O6)COC(O7)C8=CC=CS8)O)O. Drug 2: CN(C)C1=NC(=NC(=N1)N(C)C)N(C)C. Cell line: MDA-MB-231. Synergy scores: CSS=29.7, Synergy_ZIP=0.104, Synergy_Bliss=1.55, Synergy_Loewe=-44.3, Synergy_HSA=-1.37.